This data is from Forward reaction prediction with 1.9M reactions from USPTO patents (1976-2016). The task is: Predict the product of the given reaction. (1) Given the reactants C[O:2][C:3](=[O:21])[CH2:4][NH:5][CH2:6][C:7]1[CH:12]=[C:11]([C:13]([CH3:16])([CH3:15])[CH3:14])[CH:10]=[C:9]([C:17]([CH3:20])([CH3:19])[CH3:18])[CH:8]=1.[OH-].[Na+], predict the reaction product. The product is: [C:17]([C:9]1[CH:8]=[C:7]([CH2:6][NH:5][CH2:4][C:3]([OH:21])=[O:2])[CH:12]=[C:11]([C:13]([CH3:15])([CH3:16])[CH3:14])[CH:10]=1)([CH3:18])([CH3:19])[CH3:20]. (2) Given the reactants [C:1]([C:4]1[CH:8]([C:9]2[CH:14]=[CH:13][C:12]([Cl:15])=[CH:11][CH:10]=2)[N:7]([C:16]2[CH:17]=[C:18]([CH3:26])[C:19]3[N:20]([C:22]([CH3:25])=[N:23][N:24]=3)[CH:21]=2)[C:6](=[O:27])[C:5]=1O)(=O)[CH3:2].Cl.[CH:30]1([NH:33][NH2:34])[CH2:32][CH2:31]1, predict the reaction product. The product is: [Cl:15][C:12]1[CH:11]=[CH:10][C:9]([CH:8]2[C:4]3[C:1]([CH3:2])=[N:34][N:33]([CH:30]4[CH2:32][CH2:31]4)[C:5]=3[C:6](=[O:27])[N:7]2[C:16]2[CH:17]=[C:18]([CH3:26])[C:19]3[N:20]([C:22]([CH3:25])=[N:23][N:24]=3)[CH:21]=2)=[CH:14][CH:13]=1.